From a dataset of Catalyst prediction with 721,799 reactions and 888 catalyst types from USPTO. Predict which catalyst facilitates the given reaction. (1) Reactant: [H-].[H-].[H-].[H-].[Li+].[Al+3].C([O:9][C:10]([C:12]1[S:16][C:15](/[CH:17]=[CH:18]/[C:19]2[CH:24]=[CH:23][CH:22]=[C:21]([C:25]([F:28])([F:27])[F:26])[CH:20]=2)=[N:14][CH:13]=1)=O)C.O.[OH-].[Na+]. Product: [F:28][C:25]([F:26])([F:27])[C:21]1[CH:20]=[C:19](/[CH:18]=[CH:17]/[C:15]2[S:16][C:12]([CH2:10][OH:9])=[CH:13][N:14]=2)[CH:24]=[CH:23][CH:22]=1. The catalyst class is: 1. (2) Reactant: [H-].[Na+].C1(S)C=CC=CC=1.[Cl:10][C:11]1[CH:12]=[CH:13][C:14]([O:22]C)=[C:15]([S:17]([NH:20][CH3:21])(=[O:19])=[O:18])[CH:16]=1. Product: [Cl:10][C:11]1[CH:12]=[CH:13][C:14]([OH:22])=[C:15]([S:17]([NH:20][CH3:21])(=[O:18])=[O:19])[CH:16]=1. The catalyst class is: 42.